The task is: Predict which catalyst facilitates the given reaction.. This data is from Catalyst prediction with 721,799 reactions and 888 catalyst types from USPTO. (1) Reactant: [Cl:1][C:2]1[CH:7]=[CH:6][C:5]([C:8]2[N:12]([CH2:13][CH2:14][CH2:15][N:16]3[CH2:21][CH2:20][CH:19]([C:22]4[CH:27]=[CH:26][CH:25]=[C:24]([NH:28]C(=O)C)[CH:23]=4)[CH2:18][CH2:17]3)[C:11]3[CH:32]=[CH:33][CH:34]=[CH:35][C:10]=3[N:9]=2)=[CH:4][CH:3]=1.Cl. Product: [Cl:1][C:2]1[CH:7]=[CH:6][C:5]([C:8]2[N:12]([CH2:13][CH2:14][CH2:15][N:16]3[CH2:17][CH2:18][CH:19]([C:22]4[CH:27]=[CH:26][CH:25]=[C:24]([NH2:28])[CH:23]=4)[CH2:20][CH2:21]3)[C:11]3[CH:32]=[CH:33][CH:34]=[CH:35][C:10]=3[N:9]=2)=[CH:4][CH:3]=1. The catalyst class is: 5. (2) Reactant: [C:1]1([NH:7][C:8]([C:10]2[N:14]3[N:15]=[C:16](Cl)[C:17]([CH:19]4[CH2:23][CH2:22][CH2:21][CH2:20]4)=[CH:18][C:13]3=[N:12][CH:11]=2)=[O:9])[CH:6]=[CH:5][CH:4]=[CH:3][CH:2]=1.[CH3:25][O:26][C:27]1[CH:34]=[CH:33][C:30]([CH2:31][NH2:32])=[CH:29][CH:28]=1. Product: [C:1]1([NH:7][C:8]([C:10]2[N:14]3[N:15]=[C:16]([NH:32][CH2:31][C:30]4[CH:33]=[CH:34][C:27]([O:26][CH3:25])=[CH:28][CH:29]=4)[C:17]([CH:19]4[CH2:23][CH2:22][CH2:21][CH2:20]4)=[CH:18][C:13]3=[N:12][CH:11]=2)=[O:9])[CH:6]=[CH:5][CH:4]=[CH:3][CH:2]=1. The catalyst class is: 4. (3) Reactant: [Cl:1][C:2]1[CH:7]=[CH:6][C:5]([C:8]2[C:16]3[C:15]([NH2:17])=[N:14][CH:13]=[N:12][C:11]=3[NH:10][CH:9]=2)=[CH:4][CH:3]=1.[O-]CC.[Na+].Br[CH2:23][CH:24]1[CH2:26][CH2:25]1. Product: [Cl:1][C:2]1[CH:3]=[CH:4][C:5]([C:8]2[C:16]3[C:15]([NH2:17])=[N:14][CH:13]=[N:12][C:11]=3[N:10]([CH2:23][CH:24]3[CH2:26][CH2:25]3)[CH:9]=2)=[CH:6][CH:7]=1. The catalyst class is: 3. (4) Reactant: [Br:1][C:2]1[CH:10]=[CH:9][CH:8]=[C:7]2[C:3]=1[CH:4]([C:17]1[C:25]([OH:26])=[CH:24][C:20]3[O:21][CH2:22][O:23][C:19]=3[CH:18]=1)[C:5](=[O:16])[N:6]2[CH2:11][CH2:12][CH2:13][CH2:14][CH3:15].C(N(CC)CC)C.ClC[SiH3].[CH2:37]=[O:38].FC(F)(F)S([O-])(=O)=O.[Yb+3].FC(F)(F)S([O-])(=O)=O.FC(F)(F)S([O-])(=O)=O. Product: [Br:1][C:2]1[CH:10]=[CH:9][CH:8]=[C:7]2[C:3]=1[C:4]([C:17]1[C:25]([OH:26])=[CH:24][C:20]3[O:21][CH2:22][O:23][C:19]=3[CH:18]=1)([CH2:37][OH:38])[C:5](=[O:16])[N:6]2[CH2:11][CH2:12][CH2:13][CH2:14][CH3:15]. The catalyst class is: 4.